This data is from TCR-epitope binding with 47,182 pairs between 192 epitopes and 23,139 TCRs. The task is: Binary Classification. Given a T-cell receptor sequence (or CDR3 region) and an epitope sequence, predict whether binding occurs between them. (1) The epitope is GTSGSPIINR. The TCR CDR3 sequence is CAISDPGHRFGEAFF. Result: 0 (the TCR does not bind to the epitope). (2) The epitope is KLGGALQAK. The TCR CDR3 sequence is CASSLVVTGLEQFF. Result: 1 (the TCR binds to the epitope). (3) The epitope is LLWNGPMAV. The TCR CDR3 sequence is CASSFGTGRAGYTF. Result: 1 (the TCR binds to the epitope). (4) The epitope is PKYVKQNTLKLAT. The TCR CDR3 sequence is CASRGDLEGYTF. Result: 1 (the TCR binds to the epitope).